This data is from Forward reaction prediction with 1.9M reactions from USPTO patents (1976-2016). The task is: Predict the product of the given reaction. (1) The product is: [C:21]1([C:8]2[NH:7][C:6](=[O:5])[CH:11]=[C:10]([C:12]3[C:20]4[C:15](=[N:16][CH:17]=[CH:18][CH:19]=4)[NH:14][CH:13]=3)[CH:9]=2)[CH:26]=[CH:25][CH:24]=[CH:23][CH:22]=1. Given the reactants C([O:5][C:6]1[CH:11]=[C:10]([C:12]2[C:20]3[C:15](=[N:16][CH:17]=[CH:18][CH:19]=3)[NH:14][CH:13]=2)[CH:9]=[C:8]([C:21]2[CH:26]=[CH:25][CH:24]=[CH:23][CH:22]=2)[N:7]=1)(C)(C)C.FC(F)(F)C(O)=O, predict the reaction product. (2) Given the reactants Cl[C:2]1[C:7]([NH:8][C:9](=[O:21])[C:10](=[N:18][O:19][CH3:20])[C:11]2[CH:16]=[CH:15][C:14]([Cl:17])=[CH:13][CH:12]=2)=[CH:6][CH:5]=[CH:4][N:3]=1.[CH3:22][O:23][C:24]1[CH:25]=[C:26](B(O)O)[CH:27]=[CH:28][C:29]=1[O:30][CH3:31].O.P([O-])([O-])([O-])=O.[K+].[K+].[K+], predict the reaction product. The product is: [CH3:22][O:23][C:24]1[CH:25]=[C:26]([C:2]2[C:7]([NH:8][C:9](=[O:21])[C:10](=[N:18][O:19][CH3:20])[C:11]3[CH:16]=[CH:15][C:14]([Cl:17])=[CH:13][CH:12]=3)=[CH:6][CH:5]=[CH:4][N:3]=2)[CH:27]=[CH:28][C:29]=1[O:30][CH3:31]. (3) Given the reactants [Na+:1].[Na+:1].[OH:3][C:4]1[CH:9]=[CH:8][C:7]([S:10]([O-:13])(=[O:12])=[O:11])=[CH:6][CH:5]=1.[OH:3][C:4]1[CH:9]=[CH:8][C:7]([S:10]([O-:13])(=[O:11])=[O:12])=[CH:6][CH:5]=1.Cl[CH2:26][C:27]1[N:28]=[C:29]([C:33]2[CH:38]=[CH:37][CH:36]=[CH:35][CH:34]=2)[O:30][C:31]=1[CH3:32], predict the reaction product. The product is: [Na+:1].[CH3:32][C:31]1[O:30][C:29]([C:33]2[CH:34]=[CH:35][CH:36]=[CH:37][CH:38]=2)=[N:28][C:27]=1[CH2:26][O:3][C:4]1[CH:9]=[CH:8][C:7]([S:10]([O-:13])(=[O:11])=[O:12])=[CH:6][CH:5]=1. (4) Given the reactants [F:1][C:2]1[CH:10]=[CH:9][C:5]([C:6]([OH:8])=[O:7])=[CH:4][C:3]=1[N+:11]([O-:13])=[O:12].[CH2:14](O)[CH3:15], predict the reaction product. The product is: [F:1][C:2]1[CH:10]=[CH:9][C:5]([C:6]([O:8][CH2:14][CH3:15])=[O:7])=[CH:4][C:3]=1[N+:11]([O-:13])=[O:12]. (5) Given the reactants [C:1]([O:4][C:5]1[C:14]([CH3:15])=[CH:13][C:12]([C:16]#[C:17][CH2:18][OH:19])=[CH:11][C:6]=1[C:7]([O:9][CH3:10])=[O:8])(=[O:3])[CH3:2], predict the reaction product. The product is: [C:1]([O:4][C:5]1[C:14]([CH3:15])=[CH:13][C:12](/[CH:16]=[CH:17]\[CH2:18][OH:19])=[CH:11][C:6]=1[C:7]([O:9][CH3:10])=[O:8])(=[O:3])[CH3:2]. (6) Given the reactants [NH2:1][C:2]1[CH:3]=[C:4]([C:8]2[C:22]([C:23]3[CH:28]=[CH:27][N:26]=[C:25]([NH:29][CH:30]4[CH2:34][CH2:33][CH2:32][CH2:31]4)[N:24]=3)=[C:11]3[CH:12]=[CH:13][CH:14]=[C:15]([NH:16][CH:17]4[CH2:21][CH2:20][CH2:19][CH2:18]4)[N:10]3[N:9]=2)[CH:5]=[CH:6][CH:7]=1.N([O-])=O.[Na+].[N-:39]=[N+:40]=[N-].[Na+].C(=O)(O)[O-].[Na+], predict the reaction product. The product is: [N:1]([C:2]1[CH:3]=[C:4]([C:8]2[C:22]([C:23]3[CH:28]=[CH:27][N:26]=[C:25]([NH:29][CH:30]4[CH2:31][CH2:32][CH2:33][CH2:34]4)[N:24]=3)=[C:11]3[CH:12]=[CH:13][CH:14]=[C:15]([NH:16][CH:17]4[CH2:21][CH2:20][CH2:19][CH2:18]4)[N:10]3[N:9]=2)[CH:5]=[CH:6][CH:7]=1)=[N+:39]=[N-:40].